From a dataset of Full USPTO retrosynthesis dataset with 1.9M reactions from patents (1976-2016). Predict the reactants needed to synthesize the given product. Given the product [CH3:19][O:18][C:14]1[CH:13]=[C:12]([C:11]2[C:6]([CH:4]3[CH2:5][N:2]([C:21]4[CH:30]=[CH:29][C:28]5[C:23](=[C:24]([CH3:31])[CH:25]=[CH:26][CH:27]=5)[N:22]=4)[CH2:3]3)=[N:7][CH:8]=[CH:9][N:10]=2)[CH:17]=[CH:16][CH:15]=1, predict the reactants needed to synthesize it. The reactants are: Cl.[NH:2]1[CH2:5][CH:4]([C:6]2[C:11]([C:12]3[CH:17]=[CH:16][CH:15]=[C:14]([O:18][CH3:19])[CH:13]=3)=[N:10][CH:9]=[CH:8][N:7]=2)[CH2:3]1.Cl[C:21]1[CH:30]=[CH:29][C:28]2[C:23](=[CH:24][CH:25]=[CH:26][CH:27]=2)[N:22]=1.[C:31]([O-])([O-])=O.[Cs+].[Cs+].